This data is from Reaction yield outcomes from USPTO patents with 853,638 reactions. The task is: Predict the reaction yield, written as a fraction of the theoretical maximum amount of product (1.0 means a 100% yield; for example, 0.34 means a 34% yield). The reactants are [Cl:1][C:2]1[N:3]=[C:4]([C:9]([NH:11][C@H:12]2[CH2:17][CH2:16][N:15]([C:18]3[CH:23]=[CH:22][N:21]([C:24]4[S:25][C:26]([C:30]([O:32]CC)=[O:31])=[C:27]([CH3:29])[N:28]=4)[C:20](=[O:35])[CH:19]=3)[CH2:14][C@H:13]2[O:36][CH2:37][CH3:38])=[O:10])[NH:5][C:6]=1[CH2:7][CH3:8].[OH-].[Na+].Cl. The catalyst is O1CCOCC1.[Cl-].[Na+].O. The product is [Cl:1][C:2]1[N:3]=[C:4]([C:9]([NH:11][C@H:12]2[CH2:17][CH2:16][N:15]([C:18]3[CH:23]=[CH:22][N:21]([C:24]4[S:25][C:26]([C:30]([OH:32])=[O:31])=[C:27]([CH3:29])[N:28]=4)[C:20](=[O:35])[CH:19]=3)[CH2:14][C@H:13]2[O:36][CH2:37][CH3:38])=[O:10])[NH:5][C:6]=1[CH2:7][CH3:8]. The yield is 0.440.